Task: Predict the product of the given reaction.. Dataset: Forward reaction prediction with 1.9M reactions from USPTO patents (1976-2016) Given the reactants [OH-].[Na+].[NH2:3][C:4]1[CH:12]=[CH:11][C:7]([C:8]([OH:10])=[O:9])=[CH:6][CH:5]=1.[C:13](Cl)(=[O:22])[O:14][CH2:15][C:16]1[CH:21]=[CH:20][CH:19]=[CH:18][CH:17]=1, predict the reaction product. The product is: [CH2:15]([O:14][C:13]([NH:3][C:4]1[CH:12]=[CH:11][C:7]([C:8]([OH:10])=[O:9])=[CH:6][CH:5]=1)=[O:22])[C:16]1[CH:21]=[CH:20][CH:19]=[CH:18][CH:17]=1.